This data is from Catalyst prediction with 721,799 reactions and 888 catalyst types from USPTO. The task is: Predict which catalyst facilitates the given reaction. (1) Reactant: [CH2:1]([CH:4]([CH2:7][C:8]#[CH:9])[CH2:5][OH:6])[C:2]#[CH:3].[C:10]1(=[O:16])[O:15][C:13](=[O:14])[CH2:12][CH2:11]1.N1C=CC=CC=1. Product: [O:16]=[C:10]([O:6][CH2:5][CH:4]([CH2:7][C:8]#[CH:9])[CH2:1][C:2]#[CH:3])[CH2:11][CH2:12][C:13]([OH:15])=[O:14]. The catalyst class is: 64. (2) Reactant: F[C:2]1[N:7]=[CH:6][C:5]([C:8]2[N:12]3[CH:13]=[CH:14][CH:15]=[CH:16][C:11]3=[N:10][C:9]=2[C:17]([O:19][CH2:20][CH3:21])=[O:18])=[CH:4][CH:3]=1.[NH:22]1[CH2:26][CH2:25][CH2:24][CH2:23]1. Product: [N:22]1([C:2]2[N:7]=[CH:6][C:5]([C:8]3[N:12]4[CH:13]=[CH:14][CH:15]=[CH:16][C:11]4=[N:10][C:9]=3[C:17]([O:19][CH2:20][CH3:21])=[O:18])=[CH:4][CH:3]=2)[CH2:26][CH2:25][CH2:24][CH2:23]1. The catalyst class is: 12. (3) Reactant: [BH4-].[Na+].[Br:3][C:4]1[CH:5]=[CH:6][C:7]([Cl:13])=[C:8]([C:10](=[O:12])[CH3:11])[CH:9]=1. Product: [Br:3][C:4]1[CH:5]=[CH:6][C:7]([Cl:13])=[C:8]([CH:10]([OH:12])[CH3:11])[CH:9]=1. The catalyst class is: 5. (4) Reactant: [F:1][C:2]1[C:18]([F:19])=[CH:17][CH:16]=[CH:15][C:3]=1[O:4][Si:5]([CH:12]([CH3:14])[CH3:13])([CH:9]([CH3:11])[CH3:10])[CH:6]([CH3:8])[CH3:7].C([Li])CCC.[C:25](=[O:27])=[O:26].Cl. Product: [F:19][C:18]1[C:2]([F:1])=[C:3]([O:4][Si:5]([CH:9]([CH3:11])[CH3:10])([CH:12]([CH3:13])[CH3:14])[CH:6]([CH3:7])[CH3:8])[CH:15]=[CH:16][C:17]=1[C:25]([OH:27])=[O:26]. The catalyst class is: 1. (5) Reactant: [O:1]=[C:2]1[C:6]2([CH2:11][CH2:10][N:9]([C:12]([O:14][CH2:15][C:16]3[CH:21]=[CH:20][CH:19]=[CH:18][CH:17]=3)=[O:13])[CH2:8][CH2:7]2)[N:5]([C:22]2[CH:27]=[CH:26][CH:25]=[CH:24][CH:23]=2)[CH2:4][NH:3]1.F[C:29]1[CH:38]=[CH:37][C:32]([C:33]([O:35][CH3:36])=[O:34])=[CH:31][CH:30]=1.C(=O)([O-])[O-].[K+].[K+]. Product: [CH3:36][O:35][C:33]([C:32]1[CH:37]=[CH:38][C:29]([N:3]2[C:2](=[O:1])[C:6]3([CH2:7][CH2:8][N:9]([C:12]([O:14][CH2:15][C:16]4[CH:17]=[CH:18][CH:19]=[CH:20][CH:21]=4)=[O:13])[CH2:10][CH2:11]3)[N:5]([C:22]3[CH:27]=[CH:26][CH:25]=[CH:24][CH:23]=3)[CH2:4]2)=[CH:30][CH:31]=1)=[O:34]. The catalyst class is: 148. (6) Reactant: [CH3:1][N:2]([Si](C)(C)C)[CH3:3].[F:8][C:9]([P:15]([C:18]([F:24])([F:23])[C:19]([F:22])([F:21])[F:20])(=[O:17])[O-:16])([F:14])[C:10]([F:13])([F:12])[F:11].[CH3:25][N:26]([C+:28]([N:30]([CH3:32])[CH3:31])Cl)[CH3:27]. Product: [F:14][C:9]([P:15]([C:18]([F:23])([F:24])[C:19]([F:22])([F:21])[F:20])(=[O:16])[O-:17])([F:8])[C:10]([F:13])([F:12])[F:11].[CH3:1][N:2]([CH3:3])[C:28](=[N+:26]([CH3:27])[CH3:25])[N:30]([CH3:32])[CH3:31]. The catalyst class is: 22. (7) Reactant: O.[OH-].[Li+].[C:4]([C:6]1[CH:7]=[C:8](/[C:12](/[CH3:19])=[CH:13]/[C:14]([O:16]CC)=[O:15])[CH:9]=[CH:10][CH:11]=1)#[N:5].CO. Product: [C:4]([C:6]1[CH:7]=[C:8](/[C:12](/[CH3:19])=[CH:13]/[C:14]([OH:16])=[O:15])[CH:9]=[CH:10][CH:11]=1)#[N:5]. The catalyst class is: 30.